Predict the product of the given reaction. From a dataset of Forward reaction prediction with 1.9M reactions from USPTO patents (1976-2016). Given the reactants [NH2:1][C:2]1[C:7]([F:8])=[C:6]([C:9]2[CH:14]=[CH:13][C:12]([Si](C)(C)C)=[CH:11][CH:10]=2)[N:5]=[C:4]([C:19]([O:21][CH3:22])=[O:20])[C:3]=1[O:23][CH3:24].[I:25]Cl, predict the reaction product. The product is: [NH2:1][C:2]1[C:7]([F:8])=[C:6]([C:9]2[CH:14]=[CH:13][C:12]([I:25])=[CH:11][CH:10]=2)[N:5]=[C:4]([C:19]([O:21][CH3:22])=[O:20])[C:3]=1[O:23][CH3:24].